From a dataset of Full USPTO retrosynthesis dataset with 1.9M reactions from patents (1976-2016). Predict the reactants needed to synthesize the given product. (1) Given the product [OH:59][CH2:58][C@@H:42]1[C@@H:43]([OH:54])[C@H:44]([OH:50])[C@H:45]([OH:46])[C@@H:40]([N:38]2[CH:39]=[C:35]([C:31]3[CH:32]=[CH:33][CH:34]=[C:29]([C:27]4[N:26]=[N:25][N:24]([C@@H:8]5[C@@H:9]([OH:20])[C@@H:10]([OH:16])[C@H:11]([OH:12])[C@@H:6]([CH2:5][OH:4])[O:7]5)[CH:28]=4)[CH:30]=3)[N:36]=[N:37]2)[O:41]1, predict the reactants needed to synthesize it. The reactants are: C([O:4][CH2:5][C@@H:6]1[C@@H:11]([O:12]C(=O)C)[C@H:10]([O:16]C(=O)C)[C@H:9]([O:20]C(=O)C)[C@@H:8]([N:24]2[CH:28]=[C:27]([C:29]3[CH:34]=[CH:33][CH:32]=[C:31]([C:35]4[N:36]=[N:37][N:38]([C@@H:40]5[C@@H:45]([O:46]C(=O)C)[C@@H:44]([O:50]C(=O)C)[C@H:43]([O:54]C(=O)C)[C@@H:42]([CH2:58][O:59]C(=O)C)[O:41]5)[CH:39]=4)[CH:30]=3)[N:26]=[N:25]2)[O:7]1)(=O)C.CO[Na]. (2) Given the product [CH3:1][O:2][C:3]([C:5]1[O:6][C:7]([CH3:27])=[C:8]([CH2:10][O:11][C:12]2[CH:13]=[CH:14][C:15]([C:29]3[N:34]=[CH:33][CH:32]=[CH:31][N:30]=3)=[CH:16][CH:17]=2)[CH:9]=1)=[O:4], predict the reactants needed to synthesize it. The reactants are: [CH3:1][O:2][C:3]([C:5]1[O:6][C:7]([CH3:27])=[C:8]([CH2:10][O:11][C:12]2[CH:17]=[CH:16][C:15](B3OC(C)(C)C(C)(C)O3)=[CH:14][CH:13]=2)[CH:9]=1)=[O:4].Br[C:29]1[N:34]=[CH:33][CH:32]=[CH:31][N:30]=1. (3) The reactants are: [CH3:1][O:2][CH2:3][CH2:4][N:5]1[CH2:11][CH2:10][C:9]2[CH:12]=[C:13]([NH2:16])[CH:14]=[CH:15][C:8]=2[CH2:7][CH2:6]1.Cl[C:18]1[N:23]=[C:22]([NH:24][C:25]2[CH:34]=[CH:33][CH:32]=[CH:31][C:26]=2[O:27][CH2:28][C:29]#[N:30])[C:21]([Cl:35])=[CH:20][N:19]=1. Given the product [Cl:35][C:21]1[C:22]([NH:24][C:25]2[CH:34]=[CH:33][CH:32]=[CH:31][C:26]=2[O:27][CH2:28][C:29]#[N:30])=[N:23][C:18]([NH:16][C:13]2[CH:14]=[CH:15][C:8]3[CH2:7][CH2:6][N:5]([CH2:4][CH2:3][O:2][CH3:1])[CH2:11][CH2:10][C:9]=3[CH:12]=2)=[N:19][CH:20]=1, predict the reactants needed to synthesize it.